Task: Binary Classification. Given a T-cell receptor sequence (or CDR3 region) and an epitope sequence, predict whether binding occurs between them.. Dataset: TCR-epitope binding with 47,182 pairs between 192 epitopes and 23,139 TCRs (1) The epitope is PROT_97E67BCC. The TCR CDR3 sequence is CASRAPGLAFQETQYF. Result: 1 (the TCR binds to the epitope). (2) The epitope is RAKFKQLL. The TCR CDR3 sequence is CASSLGTGENEQYF. Result: 1 (the TCR binds to the epitope). (3) The epitope is YLQPRTFLL. The TCR CDR3 sequence is CASSPVAITSGFPTDTQYF. Result: 0 (the TCR does not bind to the epitope).